From a dataset of Forward reaction prediction with 1.9M reactions from USPTO patents (1976-2016). Predict the product of the given reaction. (1) Given the reactants [OH:1][C:2]([CH3:24])([CH3:23])[CH2:3][O:4][C:5]1[CH:10]=[CH:9][C:8]([N:11]2[CH:16]=[CH:15][C:14](B(O)O)=[CH:13][C:12]2=[O:20])=[CH:7][C:6]=1[O:21][CH3:22].Br[C:26]1[CH:31]=[CH:30][C:29]([O:32][C:33]([F:38])([F:37])[CH:34]([F:36])[F:35])=[CH:28][CH:27]=1.P([O-])([O-])([O-])=O.[K+].[K+].[K+], predict the reaction product. The product is: [OH:1][C:2]([CH3:24])([CH3:23])[CH2:3][O:4][C:5]1[CH:10]=[CH:9][C:8]([N:11]2[CH:16]=[CH:15][C:14]([C:26]3[CH:27]=[CH:28][C:29]([O:32][C:33]([F:37])([F:38])[CH:34]([F:36])[F:35])=[CH:30][CH:31]=3)=[CH:13][C:12]2=[O:20])=[CH:7][C:6]=1[O:21][CH3:22]. (2) Given the reactants C([NH:9][C:10]([NH:12][C:13]1[CH:14]=[N:15][C:16]([O:19][C:20]2[C:21]([CH3:26])=[N:22][CH:23]=[CH:24][CH:25]=2)=[CH:17][CH:18]=1)=[S:11])(=O)C1C=CC=CC=1.[OH-].[Na+].Cl, predict the reaction product. The product is: [CH3:26][C:21]1[C:20]([O:19][C:16]2[N:15]=[CH:14][C:13]([NH:12][C:10]([NH2:9])=[S:11])=[CH:18][CH:17]=2)=[CH:25][CH:24]=[CH:23][N:22]=1. (3) Given the reactants Br[C:2]1[CH:3]=[CH:4][C:5]([O:8][CH3:9])=[N:6][CH:7]=1.[B:10]1([B:10]2[O:14][C:13]([CH3:16])([CH3:15])[C:12]([CH3:18])([CH3:17])[O:11]2)[O:14][C:13]([CH3:16])([CH3:15])[C:12]([CH3:18])([CH3:17])[O:11]1.C([O-])(=O)C.[K+], predict the reaction product. The product is: [CH3:9][O:8][C:5]1[CH:4]=[CH:3][C:2]([B:10]2[O:14][C:13]([CH3:16])([CH3:15])[C:12]([CH3:18])([CH3:17])[O:11]2)=[CH:7][N:6]=1. (4) Given the reactants [CH2:1]([SH:4])[CH2:2][CH3:3].[H-].[Na+].CS(O[C:12]1[CH:17]=[CH:16][CH:15]=[C:14]([C:18]2[S:19][C:20]3[CH:28]=[CH:27][CH:26]=[CH:25][C:21]=3[C:22](=[O:24])[N:23]=2)[N:13]=1)(=O)=O.[C:29](OCC)(=O)C, predict the reaction product. The product is: [CH2:1]([S:4][CH2:29][C:12]1[N:13]=[C:14]([C:18]2[S:19][C:20]3[CH:28]=[CH:27][CH:26]=[CH:25][C:21]=3[C:22](=[O:24])[N:23]=2)[CH:15]=[CH:16][CH:17]=1)[CH2:2][CH3:3]. (5) Given the reactants C(N(C(OC(C)(C)C)=O)[C@H]1C[C@@H](N2C=NC3C2=NC(Cl)=NC=3[Cl:23])C=C1)(OC(C)(C)C)=O.COC1C=CC(C(N[C:50]2[N:58]=[C:57]([Cl:59])[N:56]=[C:55]3[C:51]=2[N:52]=[CH:53][N:54]3[C@@H:60]2[CH2:64][C@H:63]([N:65]([C:73]([O:75][C:76]([CH3:79])([CH3:78])[CH3:77])=[O:74])[C:66]([O:68][C:69]([CH3:72])([CH3:71])[CH3:70])=[O:67])[C@@H:62]([OH:80])[C@H:61]2[OH:81])C2C=CC(OC)=CC=2)=CC=1, predict the reaction product. The product is: [C:73]([N:65]([C:66]([O:68][C:69]([CH3:71])([CH3:72])[CH3:70])=[O:67])[C@H:63]1[CH2:64][C@@H:60]([N:54]2[CH:53]=[N:52][C:51]3[C:55]2=[N:56][C:57]([Cl:59])=[N:58][C:50]=3[Cl:23])[C@H:61]([OH:81])[C@@H:62]1[OH:80])([O:75][C:76]([CH3:78])([CH3:79])[CH3:77])=[O:74].